This data is from Full USPTO retrosynthesis dataset with 1.9M reactions from patents (1976-2016). The task is: Predict the reactants needed to synthesize the given product. (1) Given the product [Cl:1][C:2]1[CH:3]=[CH:4][C:5]([CH:8]([O:13][CH3:14])[CH2:9][CH2:10][C:11]([OH:17])=[O:12])=[CH:6][CH:7]=1, predict the reactants needed to synthesize it. The reactants are: [Cl:1][C:2]1[CH:7]=[CH:6][C:5]([CH:8]([O:13][CH3:14])[CH2:9][CH2:10][CH2:11][OH:12])=[CH:4][CH:3]=1.CC(C)=[O:17].OS(O)(=O)=O.O=[Cr](=O)=O.O. (2) Given the product [CH3:19][O:20][C:21](=[O:28])[CH:22]([N:12]1[C:13](=[O:16])[CH2:14][CH2:15][N:9]([C:5]2[CH:6]=[CH:7][CH:8]=[C:3]([C:2]([F:1])([F:17])[F:18])[CH:4]=2)[CH2:10][CH2:11]1)[CH2:23][CH2:24][CH2:25][Br:26], predict the reactants needed to synthesize it. The reactants are: [F:1][C:2]([F:18])([F:17])[C:3]1[CH:4]=[C:5]([N:9]2[CH2:15][CH2:14][C:13](=[O:16])[NH:12][CH2:11][CH2:10]2)[CH:6]=[CH:7][CH:8]=1.[CH3:19][O:20][C:21](=[O:28])[CH:22](Br)[CH2:23][CH2:24][CH2:25][Br:26]. (3) Given the product [CH2:5]([O:12][C:13](=[O:38])[NH:14][C@H:15]1[CH2:20][CH2:19][C@H:18]([CH:21]2[NH:34][C:33]3[C:32]4[C:27](=[CH:28][CH:29]=[C:30]([O:35][CH3:36])[N:31]=4)[N:26]=[CH:25][C:24]=3[O:23][CH2:22]2)[CH2:17][CH2:16]1)[C:6]1[CH:7]=[CH:8][CH:9]=[CH:10][CH:11]=1, predict the reactants needed to synthesize it. The reactants are: C(O)(=O)C.[CH2:5]([O:12][C:13](=[O:38])[NH:14][C@H:15]1[CH2:20][CH2:19][C@H:18]([C:21]2(O)[NH:34][C:33]3[C:32]4[C:27](=[CH:28][CH:29]=[C:30]([O:35][CH3:36])[N:31]=4)[N:26]=[CH:25][C:24]=3[O:23][CH2:22]2)[CH2:17][CH2:16]1)[C:6]1[CH:11]=[CH:10][CH:9]=[CH:8][CH:7]=1.C([BH3-])#N.[Na+]. (4) Given the product [CH3:15][O:16][C:17]1[CH:18]=[CH:19][C:20]([CH3:24])=[C:21]([NH:23][CH2:10][CH2:9][C:6]2[CH:7]=[CH:8][C:3]([C:2]([F:14])([F:13])[F:1])=[CH:4][CH:5]=2)[CH:22]=1, predict the reactants needed to synthesize it. The reactants are: [F:1][C:2]([F:14])([F:13])[C:3]1[CH:8]=[CH:7][C:6]([CH2:9][C:10](O)=O)=[CH:5][CH:4]=1.[CH3:15][O:16][C:17]1[CH:18]=[CH:19][C:20]([CH3:24])=[C:21]([NH2:23])[CH:22]=1. (5) Given the product [C:12]1([O:18][C:19](=[O:20])[NH:11][C:7]2[N:8]([CH3:10])[N:9]=[C:5]([CH:1]3[CH2:2][CH2:3][CH2:4]3)[CH:6]=2)[CH:17]=[CH:16][CH:15]=[CH:14][CH:13]=1, predict the reactants needed to synthesize it. The reactants are: [CH:1]1([C:5]2[CH:6]=[C:7]([NH2:11])[N:8]([CH3:10])[N:9]=2)[CH2:4][CH2:3][CH2:2]1.[C:12]1([O:18][C:19](Cl)=[O:20])[CH:17]=[CH:16][CH:15]=[CH:14][CH:13]=1.